Dataset: Full USPTO retrosynthesis dataset with 1.9M reactions from patents (1976-2016). Task: Predict the reactants needed to synthesize the given product. (1) Given the product [CH:30]1([C:8]2[C:5]3[CH:6]=[N:7][C:2]([NH:42][C:40]([NH:39][CH2:38][C:37]4[CH:43]=[CH:44][C:34]([F:33])=[CH:35][CH:36]=4)=[O:41])=[CH:3][C:4]=3[N:10]([C:11]([C:12]3[CH:13]=[CH:14][CH:15]=[CH:16][CH:17]=3)([C:24]3[CH:25]=[CH:26][CH:27]=[CH:28][CH:29]=3)[C:18]3[CH:19]=[CH:20][CH:21]=[CH:22][CH:23]=3)[N:9]=2)[CH2:31][CH2:32]1, predict the reactants needed to synthesize it. The reactants are: Cl[C:2]1[N:7]=[CH:6][C:5]2[C:8]([CH:30]3[CH2:32][CH2:31]3)=[N:9][N:10]([C:11]([C:24]3[CH:29]=[CH:28][CH:27]=[CH:26][CH:25]=3)([C:18]3[CH:23]=[CH:22][CH:21]=[CH:20][CH:19]=3)[C:12]3[CH:17]=[CH:16][CH:15]=[CH:14][CH:13]=3)[C:4]=2[CH:3]=1.[F:33][C:34]1[CH:44]=[CH:43][C:37]([CH2:38][NH:39][C:40]([NH2:42])=[O:41])=[CH:36][CH:35]=1.CC1(C)C2C(=C(P(C3C=CC=CC=3)C3C=CC=CC=3)C=CC=2)OC2C(P(C3C=CC=CC=3)C3C=CC=CC=3)=CC=CC1=2.C(=O)([O-])[O-].[Cs+].[Cs+]. (2) Given the product [CH3:1][O:2][CH2:3][CH2:4][CH2:5][O:6][C:7]1[CH:8]=[C:9]2[C:13](=[C:14]([N:16]([CH3:31])[S:17]([C:20]3[CH:25]=[CH:24][CH:23]=[CH:22][N:21]=3)(=[O:18])=[O:19])[CH:15]=1)[NH:12][C:11]([C:26]([O:28][CH2:29][CH3:30])=[O:27])=[CH:10]2, predict the reactants needed to synthesize it. The reactants are: [CH3:1][O:2][CH2:3][CH2:4][CH2:5][O:6][C:7]1[CH:8]=[C:9]2[C:13](=[C:14]([NH:16][S:17]([C:20]3[CH:25]=[CH:24][CH:23]=[CH:22][N:21]=3)(=[O:19])=[O:18])[CH:15]=1)[NH:12][C:11]([C:26]([O:28][CH2:29][CH3:30])=[O:27])=[CH:10]2.[C:31](=O)([O-])[O-].[K+].[K+].CN(C)C=O.CI. (3) Given the product [F:1][C:2]1[CH:10]=[C:9]2[C:5]([C:6]([C:28]3[CH:29]=[CH:30][C:31]4[S:35](=[O:36])(=[O:37])[N:34]([CH2:38][CH2:39][S:40](=[O:41])(=[O:42])[NH:43][CH3:44])[CH:33]([CH3:45])[C:32]=4[CH:46]=3)=[CH:7][N:8]2[C:11]([O:13][C:14]([CH3:15])([CH3:16])[CH3:17])=[O:12])=[CH:4][CH:3]=1, predict the reactants needed to synthesize it. The reactants are: [F:1][C:2]1[CH:10]=[C:9]2[C:5]([C:6](B3OC(C)(C)C(C)(C)O3)=[CH:7][N:8]2[C:11]([O:13][C:14]([CH3:17])([CH3:16])[CH3:15])=[O:12])=[CH:4][CH:3]=1.Br[C:28]1[CH:29]=[CH:30][C:31]2[S:35](=[O:37])(=[O:36])[N:34]([CH2:38][CH2:39][S:40]([NH:43][CH3:44])(=[O:42])=[O:41])[CH:33]([CH3:45])[C:32]=2[CH:46]=1.C([O-])([O-])=O.[Cs+].[Cs+]. (4) Given the product [CH3:15][C:13]1[CH:12]=[N:11][C:6]2[C:7](=[CH:8][CH:9]=[C:4]([N+:1]([O-:3])=[O:2])[CH:5]=2)[N:10]=1, predict the reactants needed to synthesize it. The reactants are: [N+:1]([C:4]1[CH:9]=[CH:8][C:7]([NH2:10])=[C:6]([NH2:11])[CH:5]=1)([O-:3])=[O:2].[CH3:12][C:13]([CH:15]=O)=O. (5) Given the product [Cl:1][C:2]1[CH:3]=[C:4]2[C:9](=[CH:10][C:11]=1[O:12][C:13]1[CH:21]=[CH:20][C:16]([C:17](=[O:18])[NH:40][CH:37]3[CH2:38][CH2:39][CH:34]([C:31]4[CH:30]=[CH:29][C:28]([Cl:27])=[CH:33][CH:32]=4)[CH2:35][CH2:36]3)=[CH:15][CH:14]=1)[O:8][CH2:7][CH2:6][CH:5]2[C:22]([O:24][CH2:25][CH3:26])=[O:23], predict the reactants needed to synthesize it. The reactants are: [Cl:1][C:2]1[CH:3]=[C:4]2[C:9](=[CH:10][C:11]=1[O:12][C:13]1[CH:21]=[CH:20][C:16]([C:17](O)=[O:18])=[CH:15][CH:14]=1)[O:8][CH2:7][CH2:6][CH:5]2[C:22]([O:24][CH2:25][CH3:26])=[O:23].[Cl:27][C:28]1[CH:33]=[CH:32][C:31]([CH:34]2[CH2:39][CH2:38][CH:37]([NH2:40])[CH2:36][CH2:35]2)=[CH:30][CH:29]=1.Cl.C(N=C=NCCCN(C)C)C. (6) Given the product [CH2:1]([O:3][C:4](=[O:14])[CH2:5][C:6]1[CH:11]=[CH:10][C:9]([Cl:12])=[C:8]([O:13][C:16]2[CH:23]=[CH:22][C:21]([N+:24]([O-:26])=[O:25])=[CH:20][C:17]=2[CH:18]=[O:19])[CH:7]=1)[CH3:2], predict the reactants needed to synthesize it. The reactants are: [CH2:1]([O:3][C:4](=[O:14])[CH2:5][C:6]1[CH:11]=[CH:10][C:9]([Cl:12])=[C:8]([OH:13])[CH:7]=1)[CH3:2].F[C:16]1[CH:23]=[CH:22][C:21]([N+:24]([O-:26])=[O:25])=[CH:20][C:17]=1[CH:18]=[O:19]. (7) Given the product [CH2:12]([O:14][C:15](=[O:27])[CH2:16][N:17]([CH2:10][C:5]1[C:6]([NH2:9])=[N:7][CH:8]=[C:3]([Br:2])[CH:4]=1)[CH2:18][C:19]1[CH:20]=[CH:21][C:22]([O:25][CH3:26])=[CH:23][CH:24]=1)[CH3:13], predict the reactants needed to synthesize it. The reactants are: Br.[Br:2][C:3]1[CH:4]=[C:5]([CH2:10]Br)[C:6]([NH2:9])=[N:7][CH:8]=1.[CH2:12]([O:14][C:15](=[O:27])[CH2:16][NH:17][CH2:18][C:19]1[CH:24]=[CH:23][C:22]([O:25][CH3:26])=[CH:21][CH:20]=1)[CH3:13].C(N(CC)CC)C.